From a dataset of Peptide-MHC class I binding affinity with 185,985 pairs from IEDB/IMGT. Regression. Given a peptide amino acid sequence and an MHC pseudo amino acid sequence, predict their binding affinity value. This is MHC class I binding data. (1) The peptide sequence is AWQSVGHMM. The MHC is HLA-A02:01 with pseudo-sequence HLA-A02:01. The binding affinity (normalized) is 0. (2) The MHC is HLA-B46:01 with pseudo-sequence HLA-B46:01. The binding affinity (normalized) is 0.0847. The peptide sequence is YQAFRTKVH. (3) The peptide sequence is DLTAALRDV. The MHC is HLA-A02:06 with pseudo-sequence HLA-A02:06. The binding affinity (normalized) is 0.0531. (4) The peptide sequence is KTVRYWHRF. The MHC is HLA-A26:01 with pseudo-sequence HLA-A26:01. The binding affinity (normalized) is 0.0847. (5) The peptide sequence is CAIRNPEEL. The MHC is H-2-Kb with pseudo-sequence H-2-Kb. The binding affinity (normalized) is 0.0717. (6) The peptide sequence is SMRRSRPSGDL. The MHC is Mamu-B01 with pseudo-sequence Mamu-B01. The binding affinity (normalized) is 0. (7) The peptide sequence is TLCGFADLM. The MHC is H-2-Kb with pseudo-sequence H-2-Kb. The binding affinity (normalized) is 0.0834.